From a dataset of Forward reaction prediction with 1.9M reactions from USPTO patents (1976-2016). Predict the product of the given reaction. (1) Given the reactants [CH3:1][O:2][CH2:3][CH2:4][N:5]1[CH2:10][CH2:9][N:8]2[N:11]=[C:12]([NH2:14])[CH:13]=[C:7]2[CH2:6]1.Br[C:16]1[C:17](=[O:24])[N:18]([CH3:23])[CH:19]=[C:20]([Br:22])[CH:21]=1.C(=O)([O-])[O-].[Cs+].[Cs+].CC1(C)C2C(=C(P(C3C=CC=CC=3)C3C=CC=CC=3)C=CC=2)OC2C(P(C3C=CC=CC=3)C3C=CC=CC=3)=CC=CC1=2, predict the reaction product. The product is: [Br:22][C:20]1[CH:21]=[C:16]([NH:14][C:12]2[CH:13]=[C:7]3[CH2:6][N:5]([CH2:4][CH2:3][O:2][CH3:1])[CH2:10][CH2:9][N:8]3[N:11]=2)[C:17](=[O:24])[N:18]([CH3:23])[CH:19]=1. (2) Given the reactants [CH3:1][N:2]1[CH:6]=[CH:5][N:4]=[C:3]1[CH2:7]O.O=S(Cl)[Cl:11], predict the reaction product. The product is: [ClH:11].[Cl:11][CH2:7][C:3]1[N:2]([CH3:1])[CH:6]=[CH:5][N:4]=1. (3) Given the reactants [F:1][C:2]([F:25])([F:24])[C:3]1[CH:23]=[CH:22][C:6]([CH2:7][O:8][C:9]2[CH:10]=[CH:11][C:12]3[CH:16]=[C:15]([C:17]([O:19]C)=[O:18])[S:14][C:13]=3[CH:21]=2)=[CH:5][CH:4]=1.O.[OH-].[Li+].O.Cl, predict the reaction product. The product is: [F:24][C:2]([F:1])([F:25])[C:3]1[CH:23]=[CH:22][C:6]([CH2:7][O:8][C:9]2[CH:10]=[CH:11][C:12]3[CH:16]=[C:15]([C:17]([OH:19])=[O:18])[S:14][C:13]=3[CH:21]=2)=[CH:5][CH:4]=1. (4) Given the reactants [CH2:1]([C:5]1[CH:13]=[CH:12][C:8]([C:9](O)=[O:10])=[CH:7][CH:6]=1)[CH2:2][CH2:3][CH3:4].[BH4-].[Na+].OC1C=CC(C=O)=CC=1.BrCCCCCCCCCCCO, predict the reaction product. The product is: [CH2:1]([C:5]1[CH:6]=[CH:7][C:8]([CH2:9][OH:10])=[CH:12][CH:13]=1)[CH2:2][CH2:3][CH3:4]. (5) The product is: [F:1][C:2]1[CH:3]=[CH:4][C:5]([C@@H:8]2[CH2:16][CH:15]=[CH:14][CH2:13][C@H:9]2[C:10]([OH:12])=[O:11])=[CH:6][CH:7]=1. Given the reactants [F:1][C:2]1[CH:7]=[CH:6][C:5](/[CH:8]=[CH:9]/[C:10]([OH:12])=[O:11])=[CH:4][CH:3]=1.[CH2:13]=[CH:14][CH:15]=[CH2:16].C1(C=CC(O)=CC=1)O, predict the reaction product. (6) Given the reactants [OH:1][C:2]1[CH:24]=[N:23][C:5]2[N:6]([CH3:22])[C:7](=[O:21])[N:8]([CH2:11][CH2:12][CH2:13][O:14][CH:15]3[CH2:20][CH2:19][CH2:18][CH2:17][O:16]3)[C:9](=[O:10])[C:4]=2[CH:3]=1.C([O-])([O-])=O.[Cs+].[Cs+].CN(C)CC(O)=O.Br[C:39]1[CH:40]=[N:41][CH:42]=[C:43]([Cl:45])[CH:44]=1, predict the reaction product. The product is: [Cl:45][C:43]1[CH:44]=[C:39]([O:1][C:2]2[CH:24]=[N:23][C:5]3[N:6]([CH3:22])[C:7](=[O:21])[N:8]([CH2:11][CH2:12][CH2:13][O:14][CH:15]4[CH2:20][CH2:19][CH2:18][CH2:17][O:16]4)[C:9](=[O:10])[C:4]=3[CH:3]=2)[CH:40]=[N:41][CH:42]=1.